This data is from Clinical trial toxicity outcomes and FDA approval status for drugs. The task is: Regression/Classification. Given a drug SMILES string, predict its toxicity properties. Task type varies by dataset: regression for continuous values (e.g., LD50, hERG inhibition percentage) or binary classification for toxic/non-toxic outcomes (e.g., AMES mutagenicity, cardiotoxicity, hepatotoxicity). Dataset: clintox. (1) The drug is CCc1c2c(nc3ccc(OC(=O)N4CCC([NH+]5CCCCC5)CC4)cc13)-c1cc3c(c(=O)n1C2)COC(=O)[C@]3(O)CC. The result is 0 (passed clinical trial). (2) The molecule is C=C[C@H]1C[NH+]2CC[C@H]1C[C@H]2[C@H](O)c1ccnc2ccc(OC)cc12. The result is 0 (passed clinical trial).